This data is from Forward reaction prediction with 1.9M reactions from USPTO patents (1976-2016). The task is: Predict the product of the given reaction. (1) Given the reactants [CH3:1][O:2][C:3]1[C:4]([CH3:12])=[C:5]([CH:9]=[CH:10][CH:11]=1)[C:6](O)=[O:7].S(Cl)([Cl:15])=O.Cl, predict the reaction product. The product is: [CH3:1][O:2][C:3]1[C:4]([CH3:12])=[C:5]([CH:9]=[CH:10][CH:11]=1)[C:6]([Cl:15])=[O:7]. (2) Given the reactants Cl.[Cl:2][C:3]1[C:11]2[C:6](=[CH:7][CH:8]=[C:9]([C:12]3[O:16][N:15]=[C:14]([C:17]4[C:18]([CH3:27])=[C:19]5[C:24](=[CH:25][CH:26]=4)[CH2:23][NH:22][CH2:21][CH2:20]5)[N:13]=3)[CH:10]=2)[N:5]([CH:28]([CH3:30])[CH3:29])[N:4]=1.Br[CH2:32][C:33]([O:35][C:36]([CH3:39])([CH3:38])[CH3:37])=[O:34], predict the reaction product. The product is: [C:36]([O:35][C:33](=[O:34])[CH2:32][N:22]1[CH2:21][CH2:20][C:19]2[C:24](=[CH:25][CH:26]=[C:17]([C:14]3[N:13]=[C:12]([C:9]4[CH:10]=[C:11]5[C:6](=[CH:7][CH:8]=4)[N:5]([CH:28]([CH3:30])[CH3:29])[N:4]=[C:3]5[Cl:2])[O:16][N:15]=3)[C:18]=2[CH3:27])[CH2:23]1)([CH3:39])([CH3:38])[CH3:37]. (3) Given the reactants Cl[C:2]1[CH:7]=[CH:6][CH:5]=[CH:4][C:3]=1[S:8][CH2:9][CH2:10][C:11]([OH:13])=[O:12].[Cl:14]C1C=C(S)C=CC=1.BrCCC(OCC)=O.[OH-].[K+], predict the reaction product. The product is: [Cl:14][C:7]1[CH:2]=[C:3]([S:8][CH2:9][CH2:10][C:11]([OH:13])=[O:12])[CH:4]=[CH:5][CH:6]=1. (4) Given the reactants [CH3:1][C:2]1[CH:7]=[CH:6][C:5]([C:8]2[C:9]([C:14]([Cl:16])=[O:15])=[CH:10][CH:11]=[CH:12][CH:13]=2)=[CH:4][CH:3]=1.[C:17]1([NH2:24])[CH:22]=[CH:21][C:20]([NH2:23])=[CH:19][CH:18]=1.C(N(CC)CC)C, predict the reaction product. The product is: [ClH:16].[NH2:23][C:20]1[CH:21]=[CH:22][C:17]([NH:24][C:14]([C:9]2[C:8]([C:5]3[CH:6]=[CH:7][C:2]([CH3:1])=[CH:3][CH:4]=3)=[CH:13][CH:12]=[CH:11][CH:10]=2)=[O:15])=[CH:18][CH:19]=1. (5) Given the reactants [Br:1][C:2]1[N:11]=[C:10]2[C:5]([C:6](=[O:12])[CH2:7][CH2:8][NH:9]2)=[CH:4][CH:3]=1.[BH4-].[Na+].C(OCC)(=O)C.CCCCCC, predict the reaction product. The product is: [Br:1][C:2]1[N:11]=[C:10]2[C:5]([CH:6]([OH:12])[CH2:7][CH2:8][NH:9]2)=[CH:4][CH:3]=1.